From a dataset of Forward reaction prediction with 1.9M reactions from USPTO patents (1976-2016). Predict the product of the given reaction. (1) Given the reactants B([C:4]1[NH:5][C:6]2[C:11]([CH:12]=1)=[CH:10][C:9]([C:13]([O:15][CH2:16][CH3:17])=[O:14])=[CH:8][CH:7]=2)(O)O.C(=O)([O-])[O-].[Na+].[Na+].Cl[C:25]1[N:30]=[CH:29][N:28]=[C:27](Cl)[CH:26]=1.O=O.[ClH:34], predict the reaction product. The product is: [Cl:34][C:29]1[N:28]=[C:27]([C:4]2[NH:5][C:6]3[C:11]([CH:12]=2)=[CH:10][C:9]([C:13]([O:15][CH2:16][CH3:17])=[O:14])=[CH:8][CH:7]=3)[CH:26]=[CH:25][N:30]=1. (2) Given the reactants FC(F)(F)C(NC1C=CC(C#[C:13][CH2:14][CH2:15][CH2:16][CH2:17][OH:18])=CC=1)=O.I[C:22]1[CH:23]=[C:24]([N+:28]([O-:30])=[O:29])[CH:25]=[CH:26][CH:27]=1, predict the reaction product. The product is: [N+:28]([C:24]1[CH:23]=[C:22]([C:13]#[C:14][CH2:15][CH2:16][CH2:17][OH:18])[CH:27]=[CH:26][CH:25]=1)([O-:30])=[O:29]. (3) Given the reactants [C:12]([O:11][C:9](O[C:9]([O:11][C:12]([CH3:15])([CH3:14])[CH3:13])=[O:10])=[O:10])([CH3:15])([CH3:14])[CH3:13].[NH:16]1[CH2:26][CH2:25][CH:19]([C:20]([O:22][CH2:23][CH3:24])=[O:21])[CH2:18][CH2:17]1, predict the reaction product. The product is: [CH2:23]([O:22][C:20]([CH:19]1[CH2:25][CH2:26][N:16]([C:9]([O:11][C:12]([CH3:13])([CH3:14])[CH3:15])=[O:10])[CH2:17][CH2:18]1)=[O:21])[CH3:24].